Dataset: Full USPTO retrosynthesis dataset with 1.9M reactions from patents (1976-2016). Task: Predict the reactants needed to synthesize the given product. (1) Given the product [CH3:1][S:2]([C:5]1[CH:10]=[CH:9][C:8]([C:11]2[CH:12]=[CH:13][C:14]([O:17][CH:18]([CH:20]3[CH2:25][CH2:24][NH:23][CH2:22][CH2:21]3)[CH3:19])=[CH:15][N:16]=2)=[CH:7][CH:6]=1)(=[O:3])=[O:4], predict the reactants needed to synthesize it. The reactants are: [CH3:1][S:2]([C:5]1[CH:10]=[CH:9][C:8]([C:11]2[N:16]=[CH:15][C:14]([O:17][CH:18]([CH:20]3[CH2:25][CH2:24][N:23](C(OCC4C=CC=CC=4)=O)[CH2:22][CH2:21]3)[CH3:19])=[CH:13][CH:12]=2)=[CH:7][CH:6]=1)(=[O:4])=[O:3]. (2) Given the product [C:1]([C:5]1[CH:9]=[C:8]([NH:10][C:11](=[O:12])[NH:13][C:14]2[C:23]3[C:18](=[CH:19][CH:20]=[CH:21][CH:22]=3)[C:17]([O:24][C:25]3[CH:30]=[CH:29][N:28]=[C:27]([NH:33][C:34]4[CH:35]=[C:36]([CH:47]=[C:48]([C:50]#[CH:51])[CH:49]=4)[C:37]([NH:39][CH2:40][CH2:41][O:42][CH2:43][CH2:44][O:45][CH3:46])=[O:38])[N:26]=3)=[CH:16][CH:15]=2)[N:7]([CH3:32])[N:6]=1)([CH3:4])([CH3:3])[CH3:2], predict the reactants needed to synthesize it. The reactants are: [C:1]([C:5]1[CH:9]=[C:8]([NH:10][C:11]([NH:13][C:14]2[C:23]3[C:18](=[CH:19][CH:20]=[CH:21][CH:22]=3)[C:17]([O:24][C:25]3[CH:30]=[CH:29][N:28]=[C:27](Cl)[N:26]=3)=[CH:16][CH:15]=2)=[O:12])[N:7]([CH3:32])[N:6]=1)([CH3:4])([CH3:3])[CH3:2].[NH2:33][C:34]1[CH:35]=[C:36]([CH:47]=[C:48]([C:50]#[CH:51])[CH:49]=1)[C:37]([NH:39][CH2:40][CH2:41][O:42][CH2:43][CH2:44][O:45][CH3:46])=[O:38].C([O-])(O)=O.[Na+]. (3) Given the product [C:1]([N:8]1[CH2:9][CH2:10][CH:11]([CH2:14][CH2:15][CH2:16][O:17][C:18]2[CH:19]=[C:20]([CH2:24][C:25]([OH:27])=[O:26])[CH:21]=[CH:22][CH:23]=2)[CH2:12][CH2:13]1)([O:3][C:4]([CH3:7])([CH3:6])[CH3:5])=[O:2], predict the reactants needed to synthesize it. The reactants are: [C:1]([N:8]1[CH2:13][CH2:12][CH:11]([CH2:14][CH2:15][CH2:16][O:17][C:18]2[CH:19]=[C:20]([CH2:24][C:25]([O:27]C)=[O:26])[CH:21]=[CH:22][CH:23]=2)[CH2:10][CH2:9]1)([O:3][C:4]([CH3:7])([CH3:6])[CH3:5])=[O:2].